Dataset: Full USPTO retrosynthesis dataset with 1.9M reactions from patents (1976-2016). Task: Predict the reactants needed to synthesize the given product. (1) Given the product [Cl:1][C:2]1[CH:33]=[CH:32][CH:31]=[C:30]([Cl:34])[C:3]=1[CH2:4][N:5]([CH3:35])[CH:6]([CH2:11][C:12]1[CH:13]=[C:14]2[C:19](=[CH:20][CH:21]=1)[N:18]=[C:17]([C:22]1[C:27]([Cl:28])=[CH:26][CH:25]=[CH:24][C:23]=1[Cl:29])[CH:16]=[CH:15]2)[C:7]([O:9][CH3:10])=[O:8], predict the reactants needed to synthesize it. The reactants are: [Cl:1][C:2]1[CH:33]=[CH:32][CH:31]=[C:30]([Cl:34])[C:3]=1[CH2:4][NH:5][CH:6]([CH2:11][C:12]1[CH:13]=[C:14]2[C:19](=[CH:20][CH:21]=1)[N:18]=[C:17]([C:22]1[C:27]([Cl:28])=[CH:26][CH:25]=[CH:24][C:23]=1[Cl:29])[CH:16]=[CH:15]2)[C:7]([O:9][CH3:10])=[O:8].[C:35]([O-])(O)=O.[Na+].CI. (2) Given the product [Cl:1][C:2]1[CH:3]=[CH:4][CH:5]=[C:6]([C:7]([NH:30][NH2:31])=[O:28])[C:11]=1[NH:10][C:9]([C:12]1[N:16]([C:17]2[C:22]([Cl:23])=[CH:21][CH:20]=[CH:19][N:18]=2)[N:15]=[C:14]([C:24]([F:27])([F:26])[F:25])[CH:13]=1)=[O:8], predict the reactants needed to synthesize it. The reactants are: [Cl:1][C:2]1[C:11]2[N:10]=[C:9]([C:12]3[N:16]([C:17]4[C:22]([Cl:23])=[CH:21][CH:20]=[CH:19][N:18]=4)[N:15]=[C:14]([C:24]([F:27])([F:26])[F:25])[CH:13]=3)[O:8][C:7](=[O:28])[C:6]=2[CH:5]=[CH:4][CH:3]=1.O.[NH2:30][NH2:31].O1CCCC1. (3) Given the product [Cl:1][C:2]1[CH:7]=[C:6]([Cl:8])[CH:5]=[CH:4][C:3]=1[CH:9]1[CH2:12][CH2:11][CH:10]1[NH2:13], predict the reactants needed to synthesize it. The reactants are: [Cl:1][C:2]1[CH:7]=[C:6]([Cl:8])[CH:5]=[CH:4][C:3]=1[CH:9]1[CH2:12][CH2:11][C:10]1=[N:13]O.B.C1COCC1.